The task is: Predict the reactants needed to synthesize the given product.. This data is from Full USPTO retrosynthesis dataset with 1.9M reactions from patents (1976-2016). (1) Given the product [C:1]([C:4]1[C:12]2[C:7](=[CH:8][CH:9]=[C:10]([O:13][C:14]3[N:19]=[CH:18][C:17]([Br:20])=[CH:16][N:15]=3)[CH:11]=2)[N:6]([CH2:21][C:22]([OH:24])=[O:23])[CH:5]=1)(=[O:3])[CH3:2], predict the reactants needed to synthesize it. The reactants are: [C:1]([C:4]1[C:12]2[C:7](=[CH:8][CH:9]=[C:10]([O:13][C:14]3[N:19]=[CH:18][C:17]([Br:20])=[CH:16][N:15]=3)[CH:11]=2)[N:6]([CH2:21][C:22]([O:24]C(C)(C)C)=[O:23])[CH:5]=1)(=[O:3])[CH3:2].C(O)(C(F)(F)F)=O. (2) Given the product [Cl:3][C:4]1[CH:13]=[CH:12][C:7]([C:8]([NH:2][CH3:1])=[O:11])=[C:6]([CH2:10][OH:9])[CH:5]=1, predict the reactants needed to synthesize it. The reactants are: [CH3:1][NH2:2].[Cl:3][C:4]1[CH:13]=[CH:12][C:7]2[C:8](=[O:11])[O:9][CH2:10][C:6]=2[CH:5]=1. (3) The reactants are: [CH3:1][C:2]1([CH3:24])[CH2:11][CH2:10][C:9]([CH3:13])([CH3:12])[C:8]2[CH:7]=[C:6]([CH:14]([OH:17])[C:15]#[CH:16])[CH:5]=[C:4]([O:18][CH2:19][CH2:20][O:21][CH2:22][CH3:23])[C:3]1=2.I[C:26]1[CH:34]=[CH:33][C:29]([C:30]([OH:32])=[O:31])=[CH:28][CH:27]=1.[Cl-].[NH4+]. Given the product [OH:17][CH:14]([C:6]1[CH:5]=[C:4]([O:18][CH2:19][CH2:20][O:21][CH2:22][CH3:23])[C:3]2[C:2]([CH3:24])([CH3:1])[CH2:11][CH2:10][C:9]([CH3:12])([CH3:13])[C:8]=2[CH:7]=1)[C:15]#[C:16][C:26]1[CH:34]=[CH:33][C:29]([C:30]([OH:32])=[O:31])=[CH:28][CH:27]=1, predict the reactants needed to synthesize it. (4) Given the product [CH2:1]([O:3][C:4]([C:6]1[N:7]([C:27]2[CH:28]=[CH:29][C:24]([O:23][CH:20]([CH3:22])[CH3:21])=[CH:25][CH:26]=2)[C:8]2[C:13]([C:14]=1[C:15]([F:18])([F:16])[F:17])=[CH:12][C:11]([Cl:19])=[CH:10][CH:9]=2)=[O:5])[CH3:2], predict the reactants needed to synthesize it. The reactants are: [CH2:1]([O:3][C:4]([C:6]1[NH:7][C:8]2[C:13]([C:14]=1[C:15]([F:18])([F:17])[F:16])=[CH:12][C:11]([Cl:19])=[CH:10][CH:9]=2)=[O:5])[CH3:2].[CH:20]([O:23][C:24]1[CH:29]=[CH:28][C:27](B(O)O)=[CH:26][CH:25]=1)([CH3:22])[CH3:21]. (5) The reactants are: [C-:1]#[N:2].[K+].[C:4]1([CH:14]=[O:15])[C:13]2[C:8](=[CH:9][CH:10]=[CH:11][CH:12]=2)[CH:7]=[CH:6][CH:5]=1.C(O)(=O)C. Given the product [OH:15][CH:14]([C:4]1[C:13]2[C:8](=[CH:9][CH:10]=[CH:11][CH:12]=2)[CH:7]=[CH:6][CH:5]=1)[C:1]#[N:2], predict the reactants needed to synthesize it.